From a dataset of Full USPTO retrosynthesis dataset with 1.9M reactions from patents (1976-2016). Predict the reactants needed to synthesize the given product. (1) The reactants are: [N:1]1([C:6]2[CH:13]=[CH:12][C:9]([C:10]#N)=[CH:8][CH:7]=2)[CH:5]=[CH:4][N:3]=[N:2]1.S(=O)(=O)(O)[OH:15].[OH2:19]. Given the product [N:1]1([C:6]2[CH:13]=[CH:12][C:9]([C:10]([OH:15])=[O:19])=[CH:8][CH:7]=2)[CH:5]=[CH:4][N:3]=[N:2]1, predict the reactants needed to synthesize it. (2) Given the product [CH:22]1([C:19]2[CH:20]=[N:21][C:13]([NH:12][C:4]3[CH:5]=[C:6]4[C:10](=[C:2]([C:30]5[CH:35]=[CH:34][CH:33]=[CH:32][N:31]=5)[CH:3]=3)[N:9]([CH3:11])[CH:8]=[CH:7]4)=[C:14]([CH:18]=2)[C:15]([OH:17])=[O:16])[CH2:23][CH2:24]1, predict the reactants needed to synthesize it. The reactants are: Br[C:2]1[CH:3]=[C:4]([NH:12][C:13]2[N:21]=[CH:20][C:19]([CH:22]3[CH2:24][CH2:23]3)=[CH:18][C:14]=2[C:15]([OH:17])=[O:16])[CH:5]=[C:6]2[C:10]=1[N:9]([CH3:11])[CH:8]=[CH:7]2.C([Sn](CCCC)(CCCC)[C:30]1[CH:35]=[CH:34][CH:33]=[CH:32][N:31]=1)CCC.C1(C)C=CC=CC=1P(C1C=CC=CC=1C)C1C=CC=CC=1C.[F-].[K+].